Dataset: Forward reaction prediction with 1.9M reactions from USPTO patents (1976-2016). Task: Predict the product of the given reaction. (1) Given the reactants [Br:1][C:2]1[C:3]([NH2:12])=[N:4][CH:5]=[C:6]([C:8]([F:11])([F:10])[F:9])[CH:7]=1.C(OC([N:18]=[C:19]=S)=O)C.Cl.[NH2:22]O, predict the reaction product. The product is: [Br:1][C:2]1[C:3]2[N:4]([N:22]=[C:19]([NH2:18])[N:12]=2)[CH:5]=[C:6]([C:8]([F:11])([F:9])[F:10])[CH:7]=1. (2) Given the reactants [F:1][CH:2]([F:11])[C@@H:3]([C@H:5]1[CH2:9][O:8][C:7](=[O:10])[NH:6]1)[CH3:4].[Cl:12][C:13]1[N:18]=[C:17](Cl)[C:16]([F:20])=[CH:15][N:14]=1.[H-].[Na+], predict the reaction product. The product is: [Cl:12][C:13]1[N:18]=[C:17]([N:6]2[C@@H:5]([C@@H:3]([CH3:4])[CH:2]([F:1])[F:11])[CH2:9][O:8][C:7]2=[O:10])[C:16]([F:20])=[CH:15][N:14]=1. (3) Given the reactants [CH2:1]([C:3]1[CH:19]=[CH:18][C:6]([O:7][C:8]2[CH:13]=[CH:12][C:11]([C:14](=O)[CH3:15])=[CH:10][C:9]=2[F:17])=[C:5]([OH:20])[CH:4]=1)[CH3:2].Cl.[CH3:22][O:23][NH2:24].C(N(CC)CC)C, predict the reaction product. The product is: [CH3:22][O:23]/[N:24]=[C:14](/[C:11]1[CH:12]=[CH:13][C:8]([O:7][C:6]2[CH:18]=[CH:19][C:3]([CH2:1][CH3:2])=[CH:4][C:5]=2[OH:20])=[C:9]([F:17])[CH:10]=1)\[CH3:15]. (4) Given the reactants [CH:1]1([C:4]2[O:5][C:6]([CH3:11])=[C:7]([CH3:10])[N+:8]=2[O-])[CH2:3][CH2:2]1.O=P(Cl)(Cl)[Cl:14].[CH2:17]([Cl:19])[Cl:18], predict the reaction product. The product is: [Cl:14][CH:1]([C:4]1[O:5][C:6]([CH3:11])=[C:7]([CH3:10])[N:8]=1)[CH2:2][CH2:17][Cl:19].[Cl:18][CH2:10][C:7]1[N:8]=[C:4]([CH:1]2[CH2:3][CH2:2]2)[O:5][C:6]=1[CH3:11]. (5) Given the reactants [CH2:1]([C@H:8]([NH:39][C:40](=[O:57])[C@H:41]([CH2:53][CH:54]([CH3:56])[CH3:55])[NH:42]C(OCC1C=CC=CC=1)=O)[C@@H:9]([OH:38])[CH2:10][C@@H:11]([NH:25][C:26](=[O:37])[C@H:27]([C:33]([CH3:36])([CH3:35])[CH3:34])[NH:28][C:29]([O:31][CH3:32])=[O:30])[CH2:12][C:13]1[CH:18]=[CH:17][C:16]([C:19]2[CH:24]=[CH:23][CH:22]=[CH:21][N:20]=2)=[CH:15][CH:14]=1)[C:2]1[CH:7]=[CH:6][CH:5]=[CH:4][CH:3]=1.Cl.[H][H], predict the reaction product. The product is: [CH2:1]([C@H:8]([NH:39][C:40](=[O:57])[C@H:41]([CH2:53][CH:54]([CH3:55])[CH3:56])[NH2:42])[C@@H:9]([OH:38])[CH2:10][C@@H:11]([NH:25][C:26](=[O:37])[C@H:27]([C:33]([CH3:36])([CH3:35])[CH3:34])[NH:28][C:29]([O:31][CH3:32])=[O:30])[CH2:12][C:13]1[CH:18]=[CH:17][C:16]([C:19]2[CH:24]=[CH:23][CH:22]=[CH:21][N:20]=2)=[CH:15][CH:14]=1)[C:2]1[CH:7]=[CH:6][CH:5]=[CH:4][CH:3]=1. (6) Given the reactants [NH2:1][C@@H:2]([CH2:6][CH2:7][C:8]([O:10][CH3:11])=[O:9])[C:3]([OH:5])=[O:4].C([O-])([O-])=O.[Na+].[Na+].[N:18]1[CH:23]=[CH:22][CH:21]=[CH:20][C:19]=1[C:24]1[CH:32]=[CH:31][C:27]([C:28](Cl)=[O:29])=[CH:26][CH:25]=1.Cl, predict the reaction product. The product is: [CH3:11][O:10][C:8](=[O:9])[CH2:7][CH2:6][C@H:2]([NH:1][C:28](=[O:29])[C:27]1[CH:31]=[CH:32][C:24]([C:19]2[CH:20]=[CH:21][CH:22]=[CH:23][N:18]=2)=[CH:25][CH:26]=1)[C:3]([OH:5])=[O:4]. (7) Given the reactants [Cl:1][C:2]1[CH:7]=[C:6]([N:8]([CH3:10])[CH3:9])[CH:5]=[CH:4][C:3]=1[OH:11].[NH:12]1[CH2:16][CH2:15][CH2:14][CH2:13]1.[CH2:17]=O, predict the reaction product. The product is: [Cl:1][C:2]1[CH:7]=[C:6]([N:8]([CH3:9])[CH3:10])[CH:5]=[C:4]([CH2:17][N:12]2[CH2:16][CH2:15][CH2:14][CH2:13]2)[C:3]=1[OH:11]. (8) Given the reactants [F:1][C:2]([F:9])([F:8])[C:3]1[CH:7]=[CH:6][NH:5][N:4]=1.N#N.[O:12]([C:14]1[CH:21]=[CH:20][C:17]([CH2:18]Cl)=[CH:16][CH:15]=1)[CH3:13].C(OCC)(=O)C.CCCCCC, predict the reaction product. The product is: [CH3:13][O:12][C:14]1[CH:21]=[CH:20][C:17]([CH2:18][N:5]2[CH:6]=[CH:7][C:3]([C:2]([F:9])([F:8])[F:1])=[N:4]2)=[CH:16][CH:15]=1.